This data is from Full USPTO retrosynthesis dataset with 1.9M reactions from patents (1976-2016). The task is: Predict the reactants needed to synthesize the given product. (1) Given the product [CH3:30][C:13]([CH3:12])([CH3:31])[C:14]([O:16][CH:17]([O:19][C:20]([NH:11][CH2:10][C@H:2]1[CH2:3][CH2:4][C@H:5]([C:7]([OH:9])=[O:8])[CH2:6][CH2:1]1)=[O:21])[CH3:18])=[O:15], predict the reactants needed to synthesize it. The reactants are: [CH2:1]1[CH2:6][C@H:5]([C:7]([OH:9])=[O:8])[CH2:4][CH2:3][C@H:2]1[CH2:10][NH2:11].[CH3:12][C:13]([CH3:31])([CH3:30])[C:14]([O:16][CH:17]([O:19][C:20](ON1C(=O)CCC1=O)=[O:21])[CH3:18])=[O:15]. (2) Given the product [OH:9][C@H:5]([C@@H:4]([OH:10])[C@H:3]([OH:11])[C@H:2]([OH:8])[CH2:1][OH:12])[C:6]([NH:18][C@@H:19]([CH3:20])[CH2:21][C:22]1[CH:27]=[CH:26][CH:25]=[CH:24][CH:23]=1)=[O:7], predict the reactants needed to synthesize it. The reactants are: [CH2:1]([OH:12])[C@H:2]1[O:8][C:6](=[O:7])[C@H:5]([OH:9])[C@@H:4]([OH:10])[C@@H:3]1[OH:11].S(O)(O)(=O)=O.[NH2:18][C@H:19]([CH2:21][C:22]1[CH:27]=[CH:26][CH:25]=[CH:24][CH:23]=1)[CH3:20].[NH2:18][C@H:19]([CH2:21][C:22]1[CH:27]=[CH:26][CH:25]=[CH:24][CH:23]=1)[CH3:20].C(N(C(C)C)CC)(C)C. (3) Given the product [CH3:9][O:8][C:3]1[CH:4]=[CH:5][CH:6]=[CH:7][C:2]=1[NH:16][CH2:10][CH2:11][CH2:12][CH2:13][CH2:14][CH3:15], predict the reactants needed to synthesize it. The reactants are: Br[C:2]1[CH:7]=[CH:6][CH:5]=[CH:4][C:3]=1[O:8][CH3:9].[CH2:10]([NH2:16])[CH2:11][CH2:12][CH2:13][CH2:14][CH3:15]. (4) Given the product [Cl:18][CH2:1][C:2]1[N:3]=[C:4]([NH2:17])[O:5][C:6]=1[C:7]1[C:16]2[C:11](=[CH:12][CH:13]=[CH:14][CH:15]=2)[CH:10]=[CH:9][CH:8]=1, predict the reactants needed to synthesize it. The reactants are: [CH3:1][C:2]1[N:3]=[C:4]([NH2:17])[O:5][C:6]=1[C:7]1[C:16]2[C:11](=[CH:12][CH:13]=[CH:14][CH:15]=2)[CH:10]=[CH:9][CH:8]=1.[Cl:18]N1C(=O)CCC1=O. (5) Given the product [CH:1]1([N:4]2[C:8]3[CH:9]=[CH:10][CH:11]=[CH:12][C:7]=3[N:6]([CH2:13][CH2:14][CH2:15][N:16]3[CH2:46][CH2:45][C:19]4([N:23]([C:24]5[CH:29]=[CH:28][CH:27]=[CH:26][CH:25]=5)[CH2:22][N:21]([CH2:30][C:31]5[CH:43]=[CH:42][CH:41]=[CH:40][C:32]=5[C:33]([OH:35])=[O:34])[C:20]4=[O:44])[CH2:18][CH2:17]3)[C:5]2=[O:47])[CH2:2][CH2:3]1, predict the reactants needed to synthesize it. The reactants are: [CH:1]1([N:4]2[C:8]3[CH:9]=[CH:10][CH:11]=[CH:12][C:7]=3[N:6]([CH2:13][CH2:14][CH2:15][N:16]3[CH2:46][CH2:45][C:19]4([N:23]([C:24]5[CH:29]=[CH:28][CH:27]=[CH:26][CH:25]=5)[CH2:22][N:21]([CH2:30][C:31]5[CH:43]=[CH:42][CH:41]=[CH:40][C:32]=5[C:33]([O:35]C(C)(C)C)=[O:34])[C:20]4=[O:44])[CH2:18][CH2:17]3)[C:5]2=[O:47])[CH2:3][CH2:2]1. (6) Given the product [S:12]1[CH:13]=[N:14][C:10]([C:7]2[CH:8]=[CH:9][C:4]([NH2:1])=[CH:5][CH:6]=2)=[N:11]1, predict the reactants needed to synthesize it. The reactants are: [N+:1]([C:4]1[CH:9]=[CH:8][C:7]([C:10]2[N:14]=[C:13](C(OCC)=O)[S:12][N:11]=2)=[CH:6][CH:5]=1)([O-])=O.Cl.